This data is from Full USPTO retrosynthesis dataset with 1.9M reactions from patents (1976-2016). The task is: Predict the reactants needed to synthesize the given product. (1) Given the product [C:1]1([P:7]([C:10]2[CH:15]=[CH:14][CH:13]=[CH:12][CH:11]=2)(=[O:8])[O:17][C:18]([CH3:19])=[CH2:20])[CH:2]=[CH:3][CH:4]=[CH:5][CH:6]=1, predict the reactants needed to synthesize it. The reactants are: [C:1]1([P:7]([C:10]2[CH:15]=[CH:14][CH:13]=[CH:12][CH:11]=2)[O:8]C)[CH:6]=[CH:5][CH:4]=[CH:3][CH:2]=1.Cl[CH2:17][C:18](=[O:20])[CH3:19]. (2) Given the product [N:1]1[CH:6]=[CH:5][CH:4]=[CH:3][C:2]=1[NH:7][C:8]1[CH:9]=[CH:10][C:11]([O:12][C:13]2[N:23]=[CH:22][CH:21]=[CH:20][C:14]=2[C:15]([OH:17])=[O:16])=[CH:24][CH:25]=1, predict the reactants needed to synthesize it. The reactants are: [N:1]1[CH:6]=[CH:5][CH:4]=[CH:3][C:2]=1[NH:7][C:8]1[CH:25]=[CH:24][C:11]([O:12][C:13]2[N:23]=[CH:22][CH:21]=[CH:20][C:14]=2[C:15]([O:17]CC)=[O:16])=[CH:10][CH:9]=1.[OH-].[Li+].CO.O.